From a dataset of Forward reaction prediction with 1.9M reactions from USPTO patents (1976-2016). Predict the product of the given reaction. (1) The product is: [ClH:36].[CH3:21][O:22][C:23]1[CH:24]=[C:25]([CH:28]=[C:29]([N+:33]([O-:35])=[O:34])[C:30]=1[O:31][CH3:32])[CH2:26][C:4]1[C:13]2[C:8](=[C:9]([OH:17])[C:10]([O:14][CH2:15][CH3:16])=[CH:11][CH:12]=2)[CH:7]=[N:6][CH:5]=1. Given the reactants C(O[CH:4](OCC)[CH2:5][NH:6][CH2:7][C:8]1[CH:13]=[CH:12][CH:11]=[C:10]([O:14][CH2:15][CH3:16])[C:9]=1[OH:17])C.[CH3:21][O:22][C:23]1[CH:24]=[C:25]([CH:28]=[C:29]([N+:33]([O-:35])=[O:34])[C:30]=1[O:31][CH3:32])[CH:26]=O.[ClH:36], predict the reaction product. (2) Given the reactants [NH2:1][C:2]1[CH:13]=[C:12]([S:14]([F:19])([F:18])([F:17])([F:16])[F:15])[CH:11]=[CH:10][C:3]=1[C:4]([N:6]([O:8][CH3:9])[CH3:7])=[O:5].[F:20][C:21]([F:32])([F:31])[C:22](O[C:22](=[O:23])[C:21]([F:32])([F:31])[F:20])=[O:23], predict the reaction product. The product is: [CH3:9][O:8][N:6]([CH3:7])[C:4](=[O:5])[C:3]1[CH:10]=[CH:11][C:12]([S:14]([F:19])([F:15])([F:16])([F:17])[F:18])=[CH:13][C:2]=1[NH:1][C:22](=[O:23])[C:21]([F:32])([F:31])[F:20].